From a dataset of Forward reaction prediction with 1.9M reactions from USPTO patents (1976-2016). Predict the product of the given reaction. Given the reactants C([O:8][C:9]1[C:14]2[CH:15]=[C:16]([C:18](=O)[CH2:19]Br)[O:17][C:13]=2[CH:12]=[CH:11][N:10]=1)C1C=CC=CC=1.[F:22][C:23]([C:26]1[S:30][C:29]([NH2:31])=[N:28][N:27]=1)([F:25])[CH3:24].CC(O)C, predict the reaction product. The product is: [F:22][C:23]([C:26]1[S:30][C:29]2=[N:31][C:18]([C:16]3[O:17][C:13]4[CH:12]=[CH:11][N:10]=[C:9]([OH:8])[C:14]=4[CH:15]=3)=[CH:19][N:28]2[N:27]=1)([F:25])[CH3:24].